This data is from Forward reaction prediction with 1.9M reactions from USPTO patents (1976-2016). The task is: Predict the product of the given reaction. (1) Given the reactants [C:1]([O:5][C:6](=[O:27])[NH:7][CH2:8][CH2:9][CH2:10][O:11][C:12]1[CH:17]=[CH:16][CH:15]=[C:14](B2OC(C)(C)C(C)(C)O2)[CH:13]=1)([CH3:4])([CH3:3])[CH3:2].C(=O)([O-])[O-].[K+].[K+].Cl[C:35]1[N:43]=[CH:42][N:41]=[C:40]2[C:36]=1[N:37]=[CH:38][N:39]2[CH:44]1[CH2:49][CH2:48][CH2:47][CH2:46][O:45]1.C(OCC)(=O)C, predict the reaction product. The product is: [C:1]([O:5][C:6](=[O:27])[NH:7][CH2:8][CH2:9][CH2:10][O:11][C:12]1[CH:17]=[CH:16][CH:15]=[C:14]([C:35]2[N:43]=[CH:42][N:41]=[C:40]3[C:36]=2[N:37]=[CH:38][N:39]3[CH:44]2[CH2:49][CH2:48][CH2:47][CH2:46][O:45]2)[CH:13]=1)([CH3:2])([CH3:3])[CH3:4]. (2) Given the reactants C1(P(C2CCCCC2)C2C=CC=CC=2C2C(C(C)C)=CC(C(C)C)=CC=2C(C)C)CCCCC1.O1CCN(C2C(N)=CC(N3CCOCC3)=CN=2)CC1.[O:54]1[CH2:59][CH2:58][N:57]([C:60]2[CH:66]=[CH:65][C:64]([N:67]3[CH2:72][CH2:71][O:70][CH2:69][CH2:68]3)=[CH:63][C:61]=2[NH2:62])[CH2:56][CH2:55]1.Cl[C:74]1[C:83]2[C:78](=[C:79]([CH3:85])[CH:80]=[CH:81][C:82]=2[F:84])[N:77]=[C:76]([C:86]2[CH:91]=[CH:90][CH:89]=[CH:88][N:87]=2)[C:75]=1[CH3:92].CC(C)([O-])C.[Na+], predict the reaction product. The product is: [N:57]1([C:60]2[CH:66]=[CH:65][C:64]([N:67]3[CH2:68][CH2:69][O:70][CH2:71][CH2:72]3)=[CH:63][C:61]=2[NH:62][C:74]2[C:83]3[C:78](=[C:79]([CH3:85])[CH:80]=[CH:81][C:82]=3[F:84])[N:77]=[C:76]([C:86]3[CH:91]=[CH:90][CH:89]=[CH:88][N:87]=3)[C:75]=2[CH3:92])[CH2:58][CH2:59][O:54][CH2:55][CH2:56]1. (3) The product is: [CH3:1][O:10][C:9](=[O:11])[C:8]1[CH:12]=[C:13]([CH3:15])[N:14]=[C:6]([NH2:5])[CH:7]=1. Given the reactants [C:1](Cl)(=O)C.[NH2:5][C:6]1[CH:7]=[C:8]([CH:12]=[C:13]([CH3:15])[N:14]=1)[C:9]([OH:11])=[O:10], predict the reaction product. (4) Given the reactants C([O:8][C:9]1[CH:14]=[CH:13][C:12]([C:15]2[C:16](=[O:22])[N:17]([CH3:21])[CH:18]=[CH:19][CH:20]=2)=[CH:11][CH:10]=1)C1C=CC=CC=1, predict the reaction product. The product is: [OH:8][C:9]1[CH:14]=[CH:13][C:12]([C:15]2[C:16](=[O:22])[N:17]([CH3:21])[CH:18]=[CH:19][CH:20]=2)=[CH:11][CH:10]=1. (5) Given the reactants C(=O)([O-])[O-].[Na+].[Na+].[N:7]1[CH:12]=[CH:11][C:10](B(O)O)=[CH:9][CH:8]=1.[CH2:16]([O:18][C:19](=[O:51])[CH2:20][C@@H:21]1[N:27]=[C:26]([C:28]2[CH:33]=[CH:32][C:31]([Cl:34])=[CH:30][CH:29]=2)[C:25]2[CH:35]=[C:36](OS(C(F)(F)F)(=O)=O)[CH:37]=[CH:38][C:24]=2[N:23]2[C:47]([CH3:50])=[N:48][N:49]=[C:22]12)[CH3:17].O, predict the reaction product. The product is: [CH2:16]([O:18][C:19](=[O:51])[CH2:20][C@@H:21]1[N:27]=[C:26]([C:28]2[CH:29]=[CH:30][C:31]([Cl:34])=[CH:32][CH:33]=2)[C:25]2[CH:35]=[C:36]([C:10]3[CH:11]=[CH:12][N:7]=[CH:8][CH:9]=3)[CH:37]=[CH:38][C:24]=2[N:23]2[C:47]([CH3:50])=[N:48][N:49]=[C:22]12)[CH3:17].